Dataset: Reaction yield outcomes from USPTO patents with 853,638 reactions. Task: Predict the reaction yield, written as a fraction of the theoretical maximum amount of product (1.0 means a 100% yield; for example, 0.34 means a 34% yield). (1) No catalyst specified. The reactants are [F:1][C:2]([F:13])([F:12])[C:3]1[CH:4]=[CH:5][C:6]([C:9]([OH:11])=O)=[N:7][CH:8]=1.[CH3:14][C:15]1[C:16]([NH2:30])=[N:17][C:18]2([C:28]3[C:23](=[CH:24][CH:25]=[C:26]([NH2:29])[CH:27]=3)[O:22][CH2:21][CH2:20]2)[N:19]=1. The yield is 0.460. The product is [NH2:30][C:16]1[C:15]([CH3:14])=[N:19][C:18]2([C:28]3[C:23](=[CH:24][CH:25]=[C:26]([NH:29][C:9](=[O:11])[C:6]4[CH:5]=[CH:4][C:3]([C:2]([F:1])([F:13])[F:12])=[CH:8][N:7]=4)[CH:27]=3)[O:22][CH2:21][CH2:20]2)[N:17]=1. (2) The reactants are [F:1][C:2]1[CH:7]=[C:6]([O:8][C:9]([F:12])([F:11])[F:10])[CH:5]=[CH:4][C:3]=1[N:13]1[CH:18]=[C:17]([O:19][CH3:20])[C:16](=[O:21])[C:15]([C:22]([O:24]C)=[O:23])=[N:14]1.[OH-].[Na+].Cl. The catalyst is C1COCC1. The product is [F:1][C:2]1[CH:7]=[C:6]([O:8][C:9]([F:11])([F:12])[F:10])[CH:5]=[CH:4][C:3]=1[N:13]1[CH:18]=[C:17]([O:19][CH3:20])[C:16](=[O:21])[C:15]([C:22]([OH:24])=[O:23])=[N:14]1. The yield is 0.970.